From a dataset of Peptide-MHC class I binding affinity with 185,985 pairs from IEDB/IMGT. Regression. Given a peptide amino acid sequence and an MHC pseudo amino acid sequence, predict their binding affinity value. This is MHC class I binding data. (1) The peptide sequence is VVVKDDPDHY. The MHC is Mamu-B01 with pseudo-sequence Mamu-B01. The binding affinity (normalized) is 0. (2) The peptide sequence is KTSLSNLLA. The MHC is HLA-B15:01 with pseudo-sequence HLA-B15:01. The binding affinity (normalized) is 0.0847. (3) The binding affinity (normalized) is 0.0847. The peptide sequence is FMSLQSGDV. The MHC is HLA-A11:01 with pseudo-sequence HLA-A11:01. (4) The peptide sequence is VPAHKGIGG. The MHC is Mamu-A2201 with pseudo-sequence Mamu-A2201. The binding affinity (normalized) is 0.0148. (5) The peptide sequence is ALEPGFKDY. The MHC is HLA-A30:01 with pseudo-sequence HLA-A30:01. The binding affinity (normalized) is 0.0847. (6) The peptide sequence is MEIYIWDHD. The MHC is HLA-B35:01 with pseudo-sequence HLA-B35:01. The binding affinity (normalized) is 0.0847. (7) The binding affinity (normalized) is 0.0847. The MHC is HLA-A03:01 with pseudo-sequence HLA-A03:01. The peptide sequence is GLAEKPNDY. (8) The peptide sequence is MYNAVDEFLL. The MHC is H-2-Kd with pseudo-sequence H-2-Kd. The binding affinity (normalized) is 0. (9) The peptide sequence is KGANFPGLA. The MHC is Mamu-B6601 with pseudo-sequence Mamu-B6601. The binding affinity (normalized) is 0.554.